From a dataset of Reaction yield outcomes from USPTO patents with 853,638 reactions. Predict the reaction yield, written as a fraction of the theoretical maximum amount of product (1.0 means a 100% yield; for example, 0.34 means a 34% yield). (1) The reactants are Cl[C:2]1[N:3]=[N:4][CH:5]=[C:6]([Cl:9])[C:7]=1[NH2:8].[CH:10]1([NH2:13])[CH2:12][CH2:11]1. No catalyst specified. The product is [Cl:9][C:6]1[C:7]([NH2:8])=[C:2]([NH:13][CH:10]2[CH2:12][CH2:11]2)[N:3]=[N:4][CH:5]=1. The yield is 0.730. (2) The reactants are [CH3:1][C:2]1[C:6](B(O)O)=[C:5]([CH3:10])[O:4][N:3]=1.Br[C:12]1[CH:13]=[C:14]2[C:18](=[CH:19][CH:20]=1)[NH:17][C:16](=[O:21])[C:15]12[O:25][CH2:24][CH2:23][O:22]1.C([O-])([O-])=O.[Na+].[Na+]. The catalyst is O1CCOCC1.O.CC(P(C(C)(C)C)C1[CH-]C=CC=1)(C)C.CC(P(C(C)(C)C)C1[CH-]C=CC=1)(C)C.[Cl-].[Cl-].[Fe+2].[Pd+2]. The product is [CH3:1][C:2]1[C:6]([C:12]2[CH:13]=[C:14]3[C:18](=[CH:19][CH:20]=2)[NH:17][C:16](=[O:21])[C:15]23[O:25][CH2:24][CH2:23][O:22]2)=[C:5]([CH3:10])[O:4][N:3]=1. The yield is 0.600. (3) The reactants are O.Cl.[NH:3]1[CH2:8][CH2:7][C:6](=[O:9])[CH2:5][CH2:4]1.N12CCCN=C1CCCCC2.[C:21]([O:25][C:26](=[O:39])[CH:27]=[C:28]1[CH2:31][N:30]([C:32]([O:34][C:35]([CH3:38])([CH3:37])[CH3:36])=[O:33])[CH2:29]1)([CH3:24])([CH3:23])[CH3:22]. The catalyst is C(#N)C.CCOC(C)=O. The product is [C:21]([O:25][C:26](=[O:39])[CH2:27][C:28]1([N:3]2[CH2:8][CH2:7][C:6](=[O:9])[CH2:5][CH2:4]2)[CH2:31][N:30]([C:32]([O:34][C:35]([CH3:38])([CH3:37])[CH3:36])=[O:33])[CH2:29]1)([CH3:23])([CH3:24])[CH3:22]. The yield is 0.290. (4) The reactants are [CH3:1][C:2]1[CH:7]=[CH:6][C:5]([C:8]2[CH:13]=[C:12]([N:14]3[C:18]([CH3:19])=[N:17][N:16]=[N:15]3)[CH:11]=[C:10]([C:20]([OH:22])=O)[CH:9]=2)=[CH:4][CH:3]=1.C1C=CC2N(O)N=NC=2C=1.[CH3:33][O:34][CH2:35][CH:36]([NH2:38])[CH3:37].CN1C(=O)CCC1.CCN=C=NCCCN(C)C. The catalyst is C(Cl)Cl.CN(C=O)C. The product is [CH3:33][O:34][CH2:35][CH:36]([NH:38][C:20]([C:10]1[CH:9]=[C:8]([C:5]2[CH:6]=[CH:7][C:2]([CH3:1])=[CH:3][CH:4]=2)[CH:13]=[C:12]([N:14]2[C:18]([CH3:19])=[N:17][N:16]=[N:15]2)[CH:11]=1)=[O:22])[CH3:37]. The yield is 0.900. (5) The reactants are [N:1]12[CH2:8][CH2:7][CH:4]([CH2:5][CH2:6]1)[C@@H:3]([O:9][C:10]([N:12]([CH2:19][C:20]1[CH:21]=[C:22]([CH:35]=[CH:36][CH:37]=1)[O:23][CH2:24]C1C=CC(C(OC)=O)=CC=1)[C:13]1[CH:18]=[CH:17][CH:16]=[CH:15][CH:14]=1)=[O:11])[CH2:2]2.[OH-].[Li+].Cl.Cl.[CH:42]1([CH2:45][O:46][C:47]2[CH:48]=[C:49]([C@@H:57]([O:68][C:69]([C@H:71]3[NH:75][CH2:74][CH2:73][S:72]3)=[O:70])[CH2:58][C:59]3[C:64]([Cl:65])=[CH:63][N+:62]([O-:66])=[CH:61][C:60]=3[Cl:67])[CH:50]=[CH:51][C:52]=2[O:53][CH:54]([F:56])[F:55])[CH2:44][CH2:43]1.Cl.CN(C)[CH2:79][CH2:80][CH2:81]N=C=NCC.[CH2:88]1[CH2:92][O:91][CH2:90][CH2:89]1. The catalyst is CO.CN(C)C1C=CN=CC=1. The product is [CH:42]1([CH2:45][O:46][C:47]2[CH:48]=[C:49]([C@@H:57]([O:68][C:69]([C@H:71]3[N:75]([C:90](=[O:91])[C:89]4[CH:88]=[CH:92][CH:81]=[C:80]([CH2:24][O:23][C:22]5[CH:35]=[CH:36][CH:37]=[C:20]([CH2:19][N:12]([C:10]([O:9][C@@H:3]6[CH:4]7[CH2:7][CH2:8][N:1]([CH2:6][CH2:5]7)[CH2:2]6)=[O:11])[C:13]6[CH:14]=[CH:15][CH:16]=[CH:17][CH:18]=6)[CH:21]=5)[CH:79]=4)[CH2:74][CH2:73][S:72]3)=[O:70])[CH2:58][C:59]3[C:64]([Cl:65])=[CH:63][N+:62]([O-:66])=[CH:61][C:60]=3[Cl:67])[CH:50]=[CH:51][C:52]=2[O:53][CH:54]([F:56])[F:55])[CH2:44][CH2:43]1. The yield is 0.0800. (6) The reactants are C1(P(C2C=CC=CC=2)C2C=CC=CC=2)C=CC=CC=1.Br[C:21]1[CH:22]=[C:23]2[C:27](=[CH:28][CH:29]=1)[C:26](=[O:30])[CH2:25][CH2:24]2.[C:31]1([C:37]2[N:38]([CH2:61][O:62][CH2:63][CH2:64][Si:65]([CH3:68])([CH3:67])[CH3:66])[C:39]([Sn](CCCC)(CCCC)CCCC)=[C:40]([C:42]3[CH:47]=[CH:46][N:45]=[CH:44][CH:43]=3)[N:41]=2)[CH:36]=[CH:35][CH:34]=[CH:33][CH:32]=1. The catalyst is C1(C)C=CC=CC=1.C([O-])(=O)C.[Pd+2].C([O-])(=O)C. The product is [C:31]1([CH:37]2[N:38]([CH2:61][O:62][CH2:63][CH2:64][Si:65]([CH3:68])([CH3:67])[CH3:66])[C:39]([C:21]3[CH:22]=[C:23]4[C:27](=[CH:28][CH:29]=3)[C:26](=[O:30])[CH2:25][CH2:24]4)=[C:40]([C:42]3[CH:43]=[CH:44][N:45]=[CH:46][CH:47]=3)[NH:41]2)[CH:32]=[CH:33][CH:34]=[CH:35][CH:36]=1. The yield is 0.550. (7) The reactants are [NH2:1][C:2]1[CH:36]=[CH:35][C:5]([O:6][C:7]2[CH:12]=[CH:11][N:10]=[C:9]3[N:13](CC4C=CC(OC)=CC=4)[N:14]=[C:15]([NH:16][CH:17]4[CH2:22][CH2:21][N:20]([CH2:23][CH2:24][OH:25])[CH2:19][CH2:18]4)[C:8]=23)=[C:4]([F:37])[CH:3]=1.[F:38][C:39]1[CH:44]=[CH:43][C:42]([N:45]2[C:50](=[O:51])[C:49]([C:52](O)=[O:53])=[CH:48][CH:47]=[N:46]2)=[CH:41][CH:40]=1. No catalyst specified. The product is [F:37][C:4]1[CH:3]=[C:2]([NH:1][C:52]([C:49]2[C:50](=[O:51])[N:45]([C:42]3[CH:43]=[CH:44][C:39]([F:38])=[CH:40][CH:41]=3)[N:46]=[CH:47][CH:48]=2)=[O:53])[CH:36]=[CH:35][C:5]=1[O:6][C:7]1[CH:12]=[CH:11][N:10]=[C:9]2[NH:13][N:14]=[C:15]([NH:16][CH:17]3[CH2:18][CH2:19][N:20]([CH2:23][CH2:24][OH:25])[CH2:21][CH2:22]3)[C:8]=12. The yield is 0.550.